Dataset: Full USPTO retrosynthesis dataset with 1.9M reactions from patents (1976-2016). Task: Predict the reactants needed to synthesize the given product. (1) Given the product [CH2:1]([O:3][C:4]([C:6]1[C:7]([OH:22])=[C:8]2[C:15]([C:16]3[CH:21]=[CH:20][CH:19]=[CH:18][CH:17]=3)=[N:14][S:13][C:9]2=[C:10]([C:28]2[CH:29]=[N:30][CH:31]=[CH:32][CH:33]=2)[N:11]=1)=[O:5])[CH3:2], predict the reactants needed to synthesize it. The reactants are: [CH2:1]([O:3][C:4]([C:6]1[C:7]([OH:22])=[C:8]2[C:15]([C:16]3[CH:21]=[CH:20][CH:19]=[CH:18][CH:17]=3)=[N:14][S:13][C:9]2=[C:10](Br)[N:11]=1)=[O:5])[CH3:2].C([Sn](CCCC)(CCCC)[C:28]1[CH:29]=[N:30][CH:31]=[CH:32][CH:33]=1)CCC. (2) Given the product [CH2:34]([NH:36][C:37]([NH:26][C:22]1[CH:23]=[CH:24][CH:25]=[C:20]([S:17]([C:14]2[CH:13]=[CH:12][C:11](/[CH:10]=[CH:9]/[C:6]3[CH:5]=[CH:4][C:3]([F:2])=[CH:8][CH:7]=3)=[CH:16][CH:15]=2)(=[O:19])=[O:18])[CH:21]=1)=[O:38])[CH3:35], predict the reactants needed to synthesize it. The reactants are: Cl.[F:2][C:3]1[CH:8]=[CH:7][C:6](/[CH:9]=[CH:10]/[C:11]2[CH:16]=[CH:15][C:14]([S:17]([C:20]3[CH:21]=[C:22]([NH2:26])[CH:23]=[CH:24][CH:25]=3)(=[O:19])=[O:18])=[CH:13][CH:12]=2)=[CH:5][CH:4]=1.C(N(CC)CC)C.[CH2:34]([N:36]=[C:37]=[O:38])[CH3:35]. (3) Given the product [O:4]1[CH:9]2[CH:10]([CH2:5][N:6]([C:21]([C:18]3[CH:17]=[C:16]([C:14]4[CH:15]=[N:11][NH:12][CH:13]=4)[S:20][CH:19]=3)=[O:22])[CH2:7][CH2:8]2)[O:1][CH2:2][CH2:3]1, predict the reactants needed to synthesize it. The reactants are: [O:1]1[CH:10]2[CH:5]([NH:6][CH2:7][CH2:8][CH2:9]2)[O:4][CH2:3][CH2:2]1.[NH:11]1[CH:15]=[C:14]([C:16]2[S:20][CH:19]=[C:18]([C:21](O)=[O:22])[CH:17]=2)[CH:13]=[N:12]1.CCN(C(C)C)C(C)C.CN(C(ON1N=NC2C=CC=NC1=2)=[N+](C)C)C.F[P-](F)(F)(F)(F)F. (4) Given the product [CH3:1][O:2][C:3]1[CH:4]=[C:5]([CH:26]=[C:27]([O:31][CH3:32])[C:28]=1[O:29][CH3:30])[C:6]([N:8]1[CH2:12][CH2:11][C:10]([CH2:13][CH2:14][N:53]2[CH2:54][CH2:55][CH2:56][N:50]([C:42]3[N:41]([CH2:40][CH2:39][N:34]4[CH:38]=[CH:37][N:36]=[N:35]4)[C:45]4[CH:46]=[CH:47][CH:48]=[CH:49][C:44]=4[N:43]=3)[CH2:51][CH2:52]2)([C:20]2[CH:21]=[CH:22][CH:23]=[CH:24][CH:25]=2)[CH2:9]1)=[O:7], predict the reactants needed to synthesize it. The reactants are: [CH3:1][O:2][C:3]1[CH:4]=[C:5]([CH:26]=[C:27]([O:31][CH3:32])[C:28]=1[O:29][CH3:30])[C:6]([N:8]1[CH2:12][CH2:11][C:10]([C:20]2[CH:25]=[CH:24][CH:23]=[CH:22][CH:21]=2)([CH2:13][CH2:14]OS(C)(=O)=O)[CH2:9]1)=[O:7].I.[N:34]1([CH2:39][CH2:40][N:41]2[C:45]3[CH:46]=[CH:47][CH:48]=[CH:49][C:44]=3[N:43]=[C:42]2[N:50]2[CH2:56][CH2:55][CH2:54][NH:53][CH2:52][CH2:51]2)[CH:38]=[CH:37][N:36]=[N:35]1.